Dataset: Forward reaction prediction with 1.9M reactions from USPTO patents (1976-2016). Task: Predict the product of the given reaction. (1) Given the reactants BrC1C=C(C)C(C(N2CCC(N3CCCC3)CC2)=O)=C(C)C=1.BrC1C=C(C)C(C(N2CCC(N3CCC[C@H]3CO)CC2)=O)=C(C)C=1.[CH3:47][C:48]1[C:53]([C:54]([OH:56])=O)=[C:52]([CH3:57])[N:51]=[C:50]([C:58]2[CH:63]=[CH:62][CH:61]=[C:60]([C:64]([F:67])([F:66])[F:65])[CH:59]=2)[N:49]=1.[N:68]1([CH:83]2[CH2:88][CH2:87][NH:86][CH2:85][CH2:84]2)[CH2:73][CH2:72][CH:71]([O:74]C(=O)C2C=CC=CC=2)[CH2:70][CH2:69]1, predict the reaction product. The product is: [CH3:57][C:52]1[C:53]([C:54]([N:86]2[CH2:85][CH2:84][CH:83]([N:68]3[CH2:73][CH2:72][CH:71]([OH:74])[CH2:70][CH2:69]3)[CH2:88][CH2:87]2)=[O:56])=[C:48]([CH3:47])[N:49]=[C:50]([C:58]2[CH:63]=[CH:62][CH:61]=[C:60]([C:64]([F:65])([F:66])[F:67])[CH:59]=2)[N:51]=1. (2) Given the reactants [O:1]1[C:5]2([CH2:10][CH2:9][CH:8]([C:11]3[CH:16]=[C:15]([NH2:17])[N:14]4[N:18]=[CH:19][CH:20]=[C:13]4[N:12]=3)[CH2:7]C2)[O:4][CH2:3][CH2:2]1.ClC1N2N=CC=C2N=C(C2CCC3(OCCO3)C2)C=1.ClC1N2N=CC=C2N=C(C2CCC3(OCCO3)CC2)C=1, predict the reaction product. The product is: [O:4]1[C:5]2([CH2:10][CH2:9][CH:8]([C:11]3[CH:16]=[C:15]([NH2:17])[N:14]4[N:18]=[CH:19][CH:20]=[C:13]4[N:12]=3)[CH2:7]2)[O:1][CH2:2][CH2:3]1. (3) Given the reactants [CH3:1][C:2]1[N:11]=[CH:10][CH:9]=[CH:8][C:3]=1[C:4](OC)=[O:5].[H-].[Al+3].[Li+].[H-].[H-].[H-].C(OCC)(=O)C, predict the reaction product. The product is: [CH3:1][C:2]1[N:11]=[CH:10][CH:9]=[CH:8][C:3]=1[CH:4]=[O:5]. (4) Given the reactants [NH:1]1[C:9]2[C:4](=[CH:5][CH:6]=[CH:7][CH:8]=2)[CH:3]=[CH:2]1.C[N+](C)=CCl.[Cl-].C(Cl)(=O)[C:17](Cl)=[O:18], predict the reaction product. The product is: [NH:1]1[C:9]2[C:4](=[CH:5][CH:6]=[CH:7][CH:8]=2)[CH:3]=[C:2]1[CH:17]=[O:18]. (5) Given the reactants [CH3:1][O:2][C:3]1[CH:4]=[C:5]([C:13]#[C:14][C:15]2[CH:16]=[C:17]3[C:21](=[CH:22][CH:23]=2)[NH:20][CH:19]=[CH:18]3)[CH:6]=[C:7]([O:11][CH3:12])[C:8]=1[O:9][CH3:10].C(C1C=C2C(=CC=1)NC=C2)#CCCCCCC, predict the reaction product. The product is: [CH3:1][O:2][C:3]1[CH:4]=[C:5]([CH:6]=[C:7]([O:11][CH3:12])[C:8]=1[O:9][CH3:10])[CH2:13][CH2:14][C:15]1[CH:16]=[C:17]2[C:21](=[CH:22][CH:23]=1)[NH:20][CH:19]=[CH:18]2.